Task: Predict the reactants needed to synthesize the given product.. Dataset: Full USPTO retrosynthesis dataset with 1.9M reactions from patents (1976-2016) (1) Given the product [OH:14][CH2:13][CH:11]1[CH2:12][CH:8]([N:7]2[CH:6]=[CH:5][N:4]=[C:3]([C:34]([O:36][CH3:37])=[O:35])[C:2]2=[O:1])[CH:9]=[CH:10]1, predict the reactants needed to synthesize it. The reactants are: [O:1]=[C:2]1[N:7]([CH:8]2[CH2:12][CH:11]([CH2:13][O:14]C(C3C=CC=CC=3)(C3C=CC=CC=3)C3C=CC=CC=3)[CH:10]=[CH:9]2)[CH:6]=[CH:5][N:4]=[C:3]1[C:34]([O:36][CH3:37])=[O:35]. (2) The reactants are: C[O:2][C:3](=O)[C@@H:4]([NH:13][C:14]([C:16]1[S:32][C:19]2=[N:20][C:21]3[CH2:22][CH2:23][CH:24]([C:28]([CH3:31])([CH3:30])[CH3:29])[CH2:25][C:26]=3[CH:27]=[C:18]2[CH:17]=1)=[O:15])[CH2:5][C:6]1[CH:11]=[CH:10][C:9]([OH:12])=[CH:8][CH:7]=1.[Cl-].[Cl-].[Ca+2].[BH4-].[Na+]. Given the product [OH:2][CH2:3][C@@H:4]([NH:13][C:14]([C:16]1[S:32][C:19]2=[N:20][C:21]3[CH2:22][CH2:23][CH:24]([C:28]([CH3:30])([CH3:29])[CH3:31])[CH2:25][C:26]=3[CH:27]=[C:18]2[CH:17]=1)=[O:15])[CH2:5][C:6]1[CH:11]=[CH:10][C:9]([OH:12])=[CH:8][CH:7]=1, predict the reactants needed to synthesize it. (3) Given the product [CH:1]([O:4][C:5]1[CH:13]=[CH:12][C:11]([S:14]([CH3:17])(=[O:16])=[O:15])=[CH:10][C:6]=1[C:7]([N:30]1[CH2:31][CH2:32][N:27]([C:25]2[S:26][C:22]3[CH:21]=[C:20]([O:19][CH3:18])[CH:34]=[CH:33][C:23]=3[N:24]=2)[CH2:28][CH2:29]1)=[O:9])([CH3:2])[CH3:3], predict the reactants needed to synthesize it. The reactants are: [CH:1]([O:4][C:5]1[CH:13]=[CH:12][C:11]([S:14]([CH3:17])(=[O:16])=[O:15])=[CH:10][C:6]=1[C:7]([OH:9])=O)([CH3:3])[CH3:2].[CH3:18][O:19][C:20]1[CH:34]=[CH:33][C:23]2[N:24]=[C:25]([N:27]3[CH2:32][CH2:31][NH:30][CH2:29][CH2:28]3)[S:26][C:22]=2[CH:21]=1.